Dataset: Reaction yield outcomes from USPTO patents with 853,638 reactions. Task: Predict the reaction yield, written as a fraction of the theoretical maximum amount of product (1.0 means a 100% yield; for example, 0.34 means a 34% yield). The reactants are [C:1]([C:3]1[CH:4]=[C:5]([C:13]2[O:17][N:16]=[C:15]([C:18]3[CH:32]=[CH:31][C:21]4[CH2:22][CH2:23][N:24]([CH2:27][C:28](O)=[O:29])[CH2:25][CH2:26][C:20]=4[CH:19]=3)[N:14]=2)[CH:6]=[CH:7][C:8]=1[O:9][CH:10]([CH3:12])[CH3:11])#[N:2].C(Cl)CCl.C(N1CCOCC1)C.C1C=CC2N(O)N=NC=2C=1.[CH3:55][C:56]([Si:59]([CH3:66])([CH3:65])[O:60][CH:61]1[CH2:64][NH:63][CH2:62]1)([CH3:58])[CH3:57]. The catalyst is CN(C=O)C. The product is [CH3:58][C:56]([Si:59]([CH3:66])([CH3:65])[O:60][CH:61]1[CH2:64][N:63]([C:28](=[O:29])[CH2:27][N:24]2[CH2:23][CH2:22][C:21]3[CH:31]=[CH:32][C:18]([C:15]4[N:14]=[C:13]([C:5]5[CH:6]=[CH:7][C:8]([O:9][CH:10]([CH3:12])[CH3:11])=[C:3]([CH:4]=5)[C:1]#[N:2])[O:17][N:16]=4)=[CH:19][C:20]=3[CH2:26][CH2:25]2)[CH2:62]1)([CH3:55])[CH3:57]. The yield is 1.00.